From a dataset of Catalyst prediction with 721,799 reactions and 888 catalyst types from USPTO. Predict which catalyst facilitates the given reaction. Reactant: C(=O)([O-])[O-].[K+].[K+].[OH:7][C:8]1[C:9]([CH3:14])=[N:10][CH:11]=[CH:12][CH:13]=1.[CH2:15]([O:17][CH2:18][CH2:19]Cl)[CH3:16].O. Product: [CH2:15]([O:17][CH2:18][CH2:19][O:7][C:8]1[C:9]([CH3:14])=[N:10][CH:11]=[CH:12][CH:13]=1)[CH3:16]. The catalyst class is: 39.